This data is from Forward reaction prediction with 1.9M reactions from USPTO patents (1976-2016). The task is: Predict the product of the given reaction. (1) Given the reactants [CH3:1][S-:2].[Na+].Cl[C:5]1[C:18]2[C:9](=[C:10]3[C:15](=[CH:16][CH:17]=2)[CH:14]=[CH:13][CH:12]=[N:11]3)[N:8]=[C:7]([CH3:19])[CH:6]=1, predict the reaction product. The product is: [CH3:19][C:7]1[CH:6]=[C:5]([S:2][CH3:1])[C:18]2[C:9](=[C:10]3[C:15](=[CH:16][CH:17]=2)[CH:14]=[CH:13][CH:12]=[N:11]3)[N:8]=1. (2) Given the reactants [C:1]1([CH:7]([C:28]2[CH:33]=[CH:32][CH:31]=[CH:30][CH:29]=2)[N:8]2[C:16]3[C:11](=[CH:12][CH:13]=[CH:14][CH:15]=3)[CH:10]([C:17]3[CH:22]=[C:21]([CH3:23])[C:20]([O:24][CH3:25])=[CH:19][C:18]=3[OH:26])[C:9]2=[O:27])[CH:6]=[CH:5][CH:4]=[CH:3][CH:2]=1.[C:34](=O)([O-])[O-].[Cs+].[Cs+].ClCI, predict the reaction product. The product is: [C:28]1([CH:7]([C:1]2[CH:2]=[CH:3][CH:4]=[CH:5][CH:6]=2)[N:8]2[C:16]3[C:11](=[CH:12][CH:13]=[CH:14][CH:15]=3)[C:10]3([C:17]4[CH:22]=[C:21]([CH3:23])[C:20]([O:24][CH3:25])=[CH:19][C:18]=4[O:26][CH2:34]3)[C:9]2=[O:27])[CH:33]=[CH:32][CH:31]=[CH:30][CH:29]=1.